This data is from Reaction yield outcomes from USPTO patents with 853,638 reactions. The task is: Predict the reaction yield, written as a fraction of the theoretical maximum amount of product (1.0 means a 100% yield; for example, 0.34 means a 34% yield). The reactants are Br[C:2]1[N:3]=[C:4]2[CH:9]=[CH:8][CH:7]=[C:6]([N:10]([CH2:14][CH2:15][CH3:16])[CH2:11][CH2:12][CH3:13])[N:5]2[CH:17]=1.[CH3:18][C:19]1[CH:24]=[C:23]([CH3:25])[CH:22]=[CH:21][C:20]=1B(O)O.CC([O-])(C)C.[K+]. The catalyst is COCCOC.CC(O)(C)C.C1C=CC([P]([Pd]([P](C2C=CC=CC=2)(C2C=CC=CC=2)C2C=CC=CC=2)([P](C2C=CC=CC=2)(C2C=CC=CC=2)C2C=CC=CC=2)[P](C2C=CC=CC=2)(C2C=CC=CC=2)C2C=CC=CC=2)(C2C=CC=CC=2)C2C=CC=CC=2)=CC=1. The product is [CH3:18][C:19]1[CH:24]=[C:23]([CH3:25])[CH:22]=[CH:21][C:20]=1[C:2]1[N:3]=[C:4]2[CH:9]=[CH:8][CH:7]=[C:6]([N:10]([CH2:14][CH2:15][CH3:16])[CH2:11][CH2:12][CH3:13])[N:5]2[CH:17]=1. The yield is 0.0200.